Dataset: Full USPTO retrosynthesis dataset with 1.9M reactions from patents (1976-2016). Task: Predict the reactants needed to synthesize the given product. (1) Given the product [OH:1][C:2]1[CH:7]=[CH:6][C:5]([CH2:8][CH2:9][C:10]([OH:12])=[O:11])=[CH:4][C:3]=1[O:13][CH3:14], predict the reactants needed to synthesize it. The reactants are: [OH:1][C:2]1[CH:7]=[CH:6][C:5]([CH:8]=[CH:9][C:10]([OH:12])=[O:11])=[CH:4][C:3]=1[O:13][CH3:14].Cl.C(O)C. (2) The reactants are: [CH3:1][O:2][C:3]1[CH:21]=[C:20]([N+:22]([O-])=O)[CH:19]=[CH:18][C:4]=1[O:5][C@@H:6]1[CH2:10][CH2:9][N:8]([C:11]([O:13][C:14]([CH3:17])([CH3:16])[CH3:15])=[O:12])[CH2:7]1. Given the product [NH2:22][C:20]1[CH:19]=[CH:18][C:4]([O:5][C@@H:6]2[CH2:10][CH2:9][N:8]([C:11]([O:13][C:14]([CH3:16])([CH3:17])[CH3:15])=[O:12])[CH2:7]2)=[C:3]([O:2][CH3:1])[CH:21]=1, predict the reactants needed to synthesize it. (3) Given the product [C:18]([N:8]1[C@H:7]([C:1]2[CH:2]=[CH:3][CH:4]=[CH:5][CH:6]=2)[CH2:11][O:10][C:9]1=[O:12])(=[O:22])[C:19]([CH3:21])=[CH2:20], predict the reactants needed to synthesize it. The reactants are: [C:1]1([C@@H:7]2[CH2:11][O:10][C:9](=[O:12])[NH:8]2)[CH:6]=[CH:5][CH:4]=[CH:3][CH:2]=1.[Li]CCCC.[C:18](Cl)(=[O:22])[C:19]([CH3:21])=[CH2:20].O. (4) Given the product [F:39][C:40]1[CH:45]=[CH:44][CH:43]=[CH:42][C:41]=1[NH:46][C:47]([NH:38][C:35]1[CH:36]=[C:37]2[C:32](=[CH:33][CH:34]=1)[NH:31][N:30]=[C:29]2[C:26]1[CH:27]=[CH:28][C:23]([O:22][CH:19]2[CH2:18][CH2:17][N:16]([CH3:15])[CH2:21][CH2:20]2)=[CH:24][CH:25]=1)=[O:48].[C:3]([OH:5])([C:2]([F:7])([F:6])[F:1])=[O:4], predict the reactants needed to synthesize it. The reactants are: [F:1][C:2]([F:7])([F:6])[C:3]([OH:5])=[O:4].FC(F)(F)C(O)=O.[CH3:15][N:16]1[CH2:21][CH2:20][CH:19]([O:22][C:23]2[CH:28]=[CH:27][C:26]([C:29]3[C:37]4[C:32](=[CH:33][CH:34]=[C:35]([NH2:38])[CH:36]=4)[NH:31][N:30]=3)=[CH:25][CH:24]=2)[CH2:18][CH2:17]1.[F:39][C:40]1[CH:45]=[CH:44][CH:43]=[CH:42][C:41]=1[N:46]=[C:47]=[O:48].CCN(C(C)C)C(C)C. (5) The reactants are: [CH2:1]([O:3][C:4](=[O:26])[CH2:5][C:6]1[CH:11]=[CH:10][C:9]([O:12][CH3:13])=[C:8]([O:14][C:15]2[CH:20]=[CH:19][C:18]([N+:21]([O-:23])=[O:22])=[CH:17][C:16]=2[CH2:24]O)[CH:7]=1)[CH3:2].P(Br)(Br)[Br:28]. Given the product [CH2:1]([O:3][C:4](=[O:26])[CH2:5][C:6]1[CH:11]=[CH:10][C:9]([O:12][CH3:13])=[C:8]([O:14][C:15]2[CH:20]=[CH:19][C:18]([N+:21]([O-:23])=[O:22])=[CH:17][C:16]=2[CH2:24][Br:28])[CH:7]=1)[CH3:2], predict the reactants needed to synthesize it.